Regression/Classification. Given a drug SMILES string, predict its absorption, distribution, metabolism, or excretion properties. Task type varies by dataset: regression for continuous measurements (e.g., permeability, clearance, half-life) or binary classification for categorical outcomes (e.g., BBB penetration, CYP inhibition). Dataset: cyp2d6_veith. From a dataset of CYP2D6 inhibition data for predicting drug metabolism from PubChem BioAssay. (1) The compound is Cc1noc(C)c1-c1cc(N(C)Cc2ccco2)ncn1. The result is 0 (non-inhibitor). (2) The compound is O=[As](O)(O)c1ccc(N=Nc2ccc([As](=O)(O)O)cc2)cc1. The result is 0 (non-inhibitor). (3) The compound is NC(=O)CS(=O)C[C@H](N)C(=O)O. The result is 0 (non-inhibitor). (4) The compound is CC(C)C(=O)NCCn1ccc2ccccc21. The result is 0 (non-inhibitor). (5) The compound is O=[N+]([O-])c1ccccc1/C=N/n1c(COc2ccccc2)n[nH]c1=S. The result is 0 (non-inhibitor).